Dataset: Full USPTO retrosynthesis dataset with 1.9M reactions from patents (1976-2016). Task: Predict the reactants needed to synthesize the given product. (1) Given the product [CH2:44]([NH:47][C:10](=[O:11])[C:9]1[CH:13]=[CH:14][CH:15]=[C:7]([O:6][C:5]2[CH:16]=[CH:17][C:2]([Cl:1])=[CH:3][C:4]=2[NH:18][C:19]2[C:28]3[C:23](=[N:24][C:25]([CH3:29])=[CH:26][CH:27]=3)[N:22]=[CH:21][CH:20]=2)[CH:8]=1)[CH:45]=[CH2:46], predict the reactants needed to synthesize it. The reactants are: [Cl:1][C:2]1[CH:17]=[CH:16][C:5]([O:6][C:7]2[CH:8]=[C:9]([CH:13]=[CH:14][CH:15]=2)[C:10](O)=[O:11])=[C:4]([NH:18][C:19]2[C:28]3[C:23](=[N:24][C:25]([CH3:29])=[CH:26][CH:27]=3)[N:22]=[CH:21][CH:20]=2)[CH:3]=1.CN1CCOCC1.ClC(OC(C)=C)=O.[CH2:44]([NH2:47])[CH:45]=[CH2:46]. (2) Given the product [C:1]([S:5][C:6]1[C:14]2[C:9](=[CH:10][CH:11]=[C:12]([O:15][CH2:16][C:17]3[CH:22]=[CH:21][CH:20]=[CH:19][N:18]=3)[CH:13]=2)[N:8]([CH2:23][C:24]2[CH:25]=[CH:26][C:27]([C:28]3[O:29][C:39]([NH2:40])=[N:31][N:30]=3)=[CH:32][CH:33]=2)[C:7]=1[CH2:34][C:35]([CH3:38])([CH3:37])[CH3:36])([CH3:4])([CH3:3])[CH3:2], predict the reactants needed to synthesize it. The reactants are: [C:1]([S:5][C:6]1[C:14]2[C:9](=[CH:10][CH:11]=[C:12]([O:15][CH2:16][C:17]3[CH:22]=[CH:21][CH:20]=[CH:19][N:18]=3)[CH:13]=2)[N:8]([CH2:23][C:24]2[CH:33]=[CH:32][C:27]([C:28]([NH:30][NH2:31])=[O:29])=[CH:26][CH:25]=2)[C:7]=1[CH2:34][C:35]([CH3:38])([CH3:37])[CH3:36])([CH3:4])([CH3:3])[CH3:2].[CH2:39]=[NH:40]. (3) Given the product [CH2:11]([N:10]1[C:4]2[CH:3]=[C:2]([NH:27][C:25]3[CH:24]=[CH:23][N:22]=[C:21]([N:18]4[CH2:17][CH2:16][CH:15]([O:14][CH3:13])[CH2:20][CH2:19]4)[N:26]=3)[N:7]=[CH:6][C:5]=2[N:8]=[CH:9]1)[CH3:12], predict the reactants needed to synthesize it. The reactants are: Cl[C:2]1[N:7]=[CH:6][C:5]2[N:8]=[CH:9][N:10]([CH2:11][CH3:12])[C:4]=2[CH:3]=1.[CH3:13][O:14][CH:15]1[CH2:20][CH2:19][N:18]([C:21]2[N:26]=[C:25]([NH2:27])[CH:24]=[CH:23][N:22]=2)[CH2:17][CH2:16]1.CC(C1C=C(C(C)C)C(C2C=CC=CC=2P(C2CCCCC2)C2CCCCC2)=C(C(C)C)C=1)C.C([O-])([O-])=O.[Cs+].[Cs+]. (4) Given the product [NH2:1][C:2]1[C:3]2[N:4]([C:8]([C@@H:12]3[CH2:16][CH2:15][CH2:14][NH:13]3)=[N:9][C:10]=2[C:40]2[CH:41]=[CH:42][C:37]([C:36]([NH:35][C:31]3[CH:30]=[C:29]([CH2:27][CH3:28])[CH:34]=[CH:33][N:32]=3)=[O:52])=[CH:38][CH:39]=2)[CH:5]=[CH:6][N:7]=1, predict the reactants needed to synthesize it. The reactants are: [NH2:1][C:2]1[C:3]2[N:4]([C:8]([C@@H:12]3[CH2:16][CH2:15][CH2:14][N:13]3C(OCC3C=CC=CC=3)=O)=[N:9][C:10]=2Br)[CH:5]=[CH:6][N:7]=1.[CH2:27]([C:29]1[CH:34]=[CH:33][N:32]=[C:31]([NH:35][C:36](=[O:52])[C:37]2[CH:42]=[CH:41][C:40](B3OC(C)(C)C(C)(C)O3)=[CH:39][CH:38]=2)[CH:30]=1)[CH3:28]. (5) The reactants are: C([N:20]1[CH2:28][C:27]2[C:26]([C:29]#[N:30])=[CH:25][CH:24]=[CH:23][C:22]=2[CH2:21]1)(C1C=CC=CC=1)(C1C=CC=CC=1)C1C=CC=CC=1.FC(F)(F)C(O)=O. Given the product [CH2:21]1[C:22]2[CH:23]=[CH:24][CH:25]=[C:26]([C:29]#[N:30])[C:27]=2[CH2:28][NH:20]1, predict the reactants needed to synthesize it. (6) Given the product [C:2]1([CH2:1][O:8][CH2:9][CH2:10][O:11][C:13]2[N:14]=[C:15]([OH:23])[C:16]3[CH:22]=[CH:21][N:20]=[CH:19][C:17]=3[N:18]=2)[CH:7]=[CH:6][CH:5]=[CH:4][CH:3]=1, predict the reactants needed to synthesize it. The reactants are: [CH2:1]([O:8][CH2:9][CH2:10][OH:11])[C:2]1[CH:7]=[CH:6][CH:5]=[CH:4][CH:3]=1.Cl[C:13]1[N:14]=[C:15]([OH:23])[C:16]2[CH:22]=[CH:21][N:20]=[CH:19][C:17]=2[N:18]=1. (7) Given the product [C:24]1([OH:25])[C:13]2[C:14](=[CH:15][CH:16]=[CH:17][CH:18]=2)[CH:21]=[CH:22][CH:23]=1, predict the reactants needed to synthesize it. The reactants are: C([Al](Cl)Cl)C.CCCCCC.C[C:13]1[CH2:18][CH2:17][CH2:16][C:15](C)(C)[C:14]=1[CH2:21][CH2:22][CH2:23][CH:24]=[O:25].Cl. (8) Given the product [Cl:14][C:11]1[CH:12]=[CH:13][C:8]([NH:7][C:5]([C:4]2[CH:21]=[CH:22][C:23]([CH2:24][S:25]([CH3:28])(=[O:27])=[O:26])=[C:2]([NH:1][C:32](=[O:33])[C:31]3[CH:35]=[CH:36][C:37]([C:39]([F:42])([F:40])[F:41])=[N:38][C:30]=3[CH3:29])[CH:3]=2)=[O:6])=[CH:9][C:10]=1[C:15]1[CH:20]=[CH:19][CH:18]=[CH:17][N:16]=1, predict the reactants needed to synthesize it. The reactants are: [NH2:1][C:2]1[CH:3]=[C:4]([CH:21]=[CH:22][C:23]=1[CH2:24][S:25]([CH3:28])(=[O:27])=[O:26])[C:5]([NH:7][C:8]1[CH:13]=[CH:12][C:11]([Cl:14])=[C:10]([C:15]2[CH:20]=[CH:19][CH:18]=[CH:17][N:16]=2)[CH:9]=1)=[O:6].[CH3:29][C:30]1[N:38]=[C:37]([C:39]([F:42])([F:41])[F:40])[CH:36]=[CH:35][C:31]=1[C:32](Cl)=[O:33]. (9) Given the product [O:1]1[CH2:5][CH2:4][O:3][CH:2]1[CH2:6][CH2:7][C:8]1([C:10]2[CH:15]=[CH:14][C:13]([F:16])=[CH:12][CH:11]=2)[C:17]2[C:18](=[CH:19][C:20]([C:21]#[N:22])=[CH:23][CH:24]=2)[CH2:25][O:9]1, predict the reactants needed to synthesize it. The reactants are: [O:1]1[CH2:5][CH2:4][O:3][CH:2]1[CH2:6][CH2:7][C:8]([C:17]1[CH:24]=[CH:23][C:20]([C:21]#[N:22])=[CH:19][C:18]=1[CH2:25]O)([C:10]1[CH:15]=[CH:14][C:13]([F:16])=[CH:12][CH:11]=1)[OH:9].C(N(CC)CC)C.CS(Cl)(=O)=O. (10) Given the product [CH:24]1([CH2:23][C@H:2]([NH:1][C:39]([C:31]2[O:30][C:34]3[CH:35]=[CH:36][CH:37]=[CH:38][C:33]=3[CH:32]=2)=[O:40])[C:3](=[O:4])[NH:5][CH:6]2[CH2:12][CH2:11][CH2:10][N:9]([S:13]([C:16]3[CH:21]=[CH:20][CH:19]=[CH:18][N:17]=3)(=[O:14])=[O:15])[CH2:8][CH:7]2[OH:22])[CH2:29][CH2:28][CH2:27][CH2:26][CH2:25]1, predict the reactants needed to synthesize it. The reactants are: [NH2:1][C@@H:2]([CH2:23][CH:24]1[CH2:29][CH2:28][CH2:27][CH2:26][CH2:25]1)[C:3]([NH:5][CH:6]1[CH2:12][CH2:11][CH2:10][N:9]([S:13]([C:16]2[CH:21]=[CH:20][CH:19]=[CH:18][N:17]=2)(=[O:15])=[O:14])[CH2:8][CH:7]1[OH:22])=[O:4].[O:30]1[C:34]2[CH:35]=[CH:36][CH:37]=[CH:38][C:33]=2[CH:32]=[C:31]1[C:39](O)=[O:40].ON1C2C=CC=CC=2N=N1.C(O)C(N)(CO)CO.